From a dataset of Reaction yield outcomes from USPTO patents with 853,638 reactions. Predict the reaction yield, written as a fraction of the theoretical maximum amount of product (1.0 means a 100% yield; for example, 0.34 means a 34% yield). (1) The reactants are [NH:1]1[C:9]2[C:4](=[CH:5][CH:6]=[CH:7][CH:8]=2)[C:3]([C:10](Cl)=[O:11])=[CH:2]1.[NH2:13][C:14]1[C:15]([C:20]([NH:22][CH2:23][CH:24]2[CH2:29][CH2:28][O:27][CH2:26][CH2:25]2)=[O:21])=[N:16][CH:17]=[CH:18][CH:19]=1. No catalyst specified. The product is [O:27]1[CH2:26][CH2:25][CH:24]([CH2:23][NH:22][C:20]([C:15]2[C:14]([NH:13][C:10]([C:3]3[C:4]4[C:9](=[CH:8][CH:7]=[CH:6][CH:5]=4)[NH:1][CH:2]=3)=[O:11])=[CH:19][CH:18]=[CH:17][N:16]=2)=[O:21])[CH2:29][CH2:28]1. The yield is 0.785. (2) The reactants are [C:1]([Cl:4])(=O)C.[NH2:5][C@H:6]([C:14]([OH:16])=[O:15])[CH2:7][C:8]1[CH:13]=[CH:12][CH:11]=[CH:10][CH:9]=1. The catalyst is CO. The product is [ClH:4].[CH3:1][O:15][C:14](=[O:16])[C@H:6]([CH2:7][C:8]1[CH:13]=[CH:12][CH:11]=[CH:10][CH:9]=1)[NH2:5]. The yield is 1.00.